Dataset: Reaction yield outcomes from USPTO patents with 853,638 reactions. Task: Predict the reaction yield, written as a fraction of the theoretical maximum amount of product (1.0 means a 100% yield; for example, 0.34 means a 34% yield). (1) The reactants are Br[C:2]1[CH:7]=[C:6]([F:8])[C:5]([OH:9])=[C:4]([F:10])[CH:3]=1.[B:11]1([B:11]2[O:15][C:14]([CH3:17])([CH3:16])[C:13]([CH3:19])([CH3:18])[O:12]2)[O:15][C:14]([CH3:17])([CH3:16])[C:13]([CH3:19])([CH3:18])[O:12]1.C([O-])(=O)C.[K+].N#N. The catalyst is O1CCOCC1.C1C=CC(P(C2C=CC=CC=2)[C-]2C=CC=C2)=CC=1.C1C=CC(P(C2C=CC=CC=2)[C-]2C=CC=C2)=CC=1.[Fe+2].C1C=CC(P(C2C=CC=CC=2)[C-]2C=CC=C2)=CC=1.C1C=CC(P(C2C=CC=CC=2)[C-]2C=CC=C2)=CC=1.Cl[Pd]Cl.[Fe+2].C(Cl)Cl. The product is [F:8][C:6]1[CH:7]=[C:2]([B:11]2[O:15][C:14]([CH3:17])([CH3:16])[C:13]([CH3:19])([CH3:18])[O:12]2)[CH:3]=[C:4]([F:10])[C:5]=1[OH:9]. The yield is 0.790. (2) The reactants are [Cl:1][C:2]1[CH:8]=[CH:7][C:5]([NH2:6])=[C:4]([I:9])[CH:3]=1.[C:10]1(=O)[CH2:15][CH2:14][CH2:13][C:12](=[O:16])[CH2:11]1.O.C1(C)C=CC(S(O)(=O)=O)=CC=1.CCOC(C)=O. The catalyst is C1(C)C=CC=CC=1. The product is [Cl:1][C:2]1[CH:8]=[CH:7][C:5]([NH:6][C:10]2[CH2:15][CH2:14][CH2:13][C:12](=[O:16])[CH:11]=2)=[C:4]([I:9])[CH:3]=1. The yield is 0.800. (3) The reactants are F[C:2]1[CH:7]=[CH:6][CH:5]=[CH:4][C:3]=1[N+:8]([O-:10])=[O:9].[OH:11][C:12]1[CH:13]=[C:14]([CH:17]=[CH:18][CH:19]=1)[C:15]#[N:16].C([O-])([O-])=O.[K+].[K+]. The catalyst is CN(C=O)C.CCOC(C)=O. The product is [N+:8]([C:3]1[CH:4]=[CH:5][CH:6]=[CH:7][C:2]=1[O:11][C:12]1[CH:13]=[C:14]([CH:17]=[CH:18][CH:19]=1)[C:15]#[N:16])([O-:10])=[O:9]. The yield is 0.990. (4) The reactants are [CH3:1][C:2]1[N:6]([CH:7]([CH3:9])[CH3:8])[C:5]([C:10]2[CH:15]=[CH:14][N:13]=[C:12]([NH:16][CH:17]3[CH2:21][CH2:20][NH:19][CH2:18]3)[N:11]=2)=[CH:4][N:3]=1.[S:22](N)([NH2:25])(=[O:24])=[O:23]. The catalyst is O1CCOCC1. The product is [CH3:1][C:2]1[N:6]([CH:7]([CH3:9])[CH3:8])[C:5]([C:10]2[CH:15]=[CH:14][N:13]=[C:12]([NH:16][CH:17]3[CH2:21][CH2:20][N:19]([S:22]([NH2:25])(=[O:24])=[O:23])[CH2:18]3)[N:11]=2)=[CH:4][N:3]=1. The yield is 0.630.